From a dataset of Catalyst prediction with 721,799 reactions and 888 catalyst types from USPTO. Predict which catalyst facilitates the given reaction. (1) Reactant: [O:1]1[CH2:6][CH2:5][N:4]([C:7]2[N:12]=[CH:11][C:10]([NH2:13])=[CH:9][CH:8]=2)[CH2:3][CH2:2]1.[Br:14][C:15]1[CH:16]=[CH:17][C:18]([O:25][CH3:26])=[C:19]([S:21](Cl)(=[O:23])=[O:22])[CH:20]=1. Product: [Br:14][C:15]1[CH:16]=[CH:17][C:18]([O:25][CH3:26])=[C:19]([S:21]([NH:13][C:10]2[CH:11]=[N:12][C:7]([N:4]3[CH2:5][CH2:6][O:1][CH2:2][CH2:3]3)=[CH:8][CH:9]=2)(=[O:22])=[O:23])[CH:20]=1. The catalyst class is: 383. (2) Reactant: [F:1][C:2]([F:30])([F:29])[C:3]1[CH:4]=[C:5]([CH:26]=[CH:27][CH:28]=1)[CH2:6][O:7][N:8]=[C:9]1[CH2:14][CH2:13][N:12]([S:15]([C:18]2[CH:19]=[N:20][C:21]([O:24]C)=[CH:22][CH:23]=2)(=[O:17])=[O:16])[CH2:11][CH2:10]1.Cl[Si](C)(C)C. Product: [F:29][C:2]([F:1])([F:30])[C:3]1[CH:4]=[C:5]([CH:26]=[CH:27][CH:28]=1)[CH2:6][O:7][N:8]=[C:9]1[CH2:14][CH2:13][N:12]([S:15]([C:18]2[CH:23]=[CH:22][C:21](=[O:24])[NH:20][CH:19]=2)(=[O:16])=[O:17])[CH2:11][CH2:10]1. The catalyst class is: 10. (3) Reactant: [NH2:1][C:2]1[CH:3]=[C:4]([CH:10]=[CH:11][CH:12]=1)[C:5]([O:7][CH2:8][CH3:9])=[O:6].[F:13][C:14]1[CH:22]=[CH:21][CH:20]=[C:19]([F:23])[C:15]=1[C:16](Cl)=[O:17]. Product: [F:13][C:14]1[CH:22]=[CH:21][CH:20]=[C:19]([F:23])[C:15]=1[C:16]([NH:1][C:2]1[CH:3]=[C:4]([CH:10]=[CH:11][CH:12]=1)[C:5]([O:7][CH2:8][CH3:9])=[O:6])=[O:17]. The catalyst class is: 2. (4) Reactant: [CH3:1][N:2]([CH3:23])[C:3](=[O:22])[C:4]1[CH:9]=[CH:8][C:7](/[CH:10]=[N:11]/[C:12]2[CH:20]=[CH:19][CH:18]=[C:17]3[C:13]=2[CH2:14][O:15][C:16]3=[O:21])=[CH:6][CH:5]=1.[CH3:24][N:25]1[CH:29]=[CH:28][N:27]=[C:26]1[CH:30]=O.[Na].[CH2:33]([OH:35])[CH3:34]. Product: [CH3:23][N:2]([CH3:1])[C:3]([C:4]1[CH:9]=[CH:8][C:7]([CH:10]2[CH:30]([C:26]3[N:25]([CH3:24])[CH:29]=[CH:28][N:27]=3)[C:14](=[O:15])[C:13]3[C:17]([C:16]([O:35][CH2:33][CH3:34])=[O:21])=[CH:18][CH:19]=[CH:20][C:12]=3[NH:11]2)=[CH:6][CH:5]=1)=[O:22]. The catalyst class is: 567. (5) Reactant: CN(C)C=O.Cl[C:7]1[CH:15]=[CH:14][C:10]([C:11]([OH:13])=[O:12])=[CH:9][N:8]=1.[CH2:16]([OH:20])[C:17]#[C:18][CH3:19].[H-].[Na+]. Product: [CH2:16]([O:20][C:7]1[CH:15]=[CH:14][C:10]([C:11]([OH:13])=[O:12])=[CH:9][N:8]=1)[C:17]#[C:18][CH3:19]. The catalyst class is: 15.